From a dataset of Full USPTO retrosynthesis dataset with 1.9M reactions from patents (1976-2016). Predict the reactants needed to synthesize the given product. Given the product [Cl:1][C:2]1[C:3]([C:17]2[CH:18]=[CH:19][C:14]([Cl:13])=[CH:15][CH:16]=2)=[CH:4][C:5]([N+:9]([O-:11])=[O:10])=[C:6]([CH:8]=1)[NH2:7], predict the reactants needed to synthesize it. The reactants are: [Cl:1][C:2]1[C:3](I)=[CH:4][C:5]([N+:9]([O-:11])=[O:10])=[C:6]([CH:8]=1)[NH2:7].[Cl:13][C:14]1[CH:19]=[CH:18][C:17](B(O)O)=[CH:16][CH:15]=1.[O-]P([O-])([O-])=O.[K+].[K+].[K+].